From a dataset of Catalyst prediction with 721,799 reactions and 888 catalyst types from USPTO. Predict which catalyst facilitates the given reaction. Reactant: [C:9](O[C:9]([O:11][C:12]([CH3:15])([CH3:14])[CH3:13])=[O:10])([O:11][C:12]([CH3:15])([CH3:14])[CH3:13])=[O:10].[CH3:16][CH:17]([NH2:20])[CH2:18][OH:19]. Product: [OH:19][CH2:18][CH:17]([NH:20][C:9](=[O:10])[O:11][C:12]([CH3:13])([CH3:14])[CH3:15])[CH3:16]. The catalyst class is: 2.